This data is from Forward reaction prediction with 1.9M reactions from USPTO patents (1976-2016). The task is: Predict the product of the given reaction. Given the reactants [Cl:1][C:2]1[CH:3]=[N:4][C:5]2[C:10]([C:11]=1[CH2:12][CH2:13][CH2:14][C:15]1([CH2:28][OH:29])[CH2:20][CH2:19][N:18]([C:21]([O:23][C:24]([CH3:27])([CH3:26])[CH3:25])=[O:22])[CH2:17][CH2:16]1)=[CH:9][C:8]([O:30][CH3:31])=[CH:7][CH:6]=2.[CH3:32][S:33](Cl)(=[O:35])=[O:34].O, predict the reaction product. The product is: [Cl:1][C:2]1[CH:3]=[N:4][C:5]2[C:10]([C:11]=1[CH2:12][CH2:13][CH2:14][C:15]1([CH2:28][O:29][S:33]([CH3:32])(=[O:35])=[O:34])[CH2:16][CH2:17][N:18]([C:21]([O:23][C:24]([CH3:26])([CH3:27])[CH3:25])=[O:22])[CH2:19][CH2:20]1)=[CH:9][C:8]([O:30][CH3:31])=[CH:7][CH:6]=2.